This data is from Forward reaction prediction with 1.9M reactions from USPTO patents (1976-2016). The task is: Predict the product of the given reaction. (1) Given the reactants [CH3:1][O:2][C:3]1[C:4]([CH3:10])=[C:5]([CH:7]=[CH:8][CH:9]=1)[NH2:6].[C:11](O[C:11]([O:13][C:14]([CH3:17])([CH3:16])[CH3:15])=[O:12])([O:13][C:14]([CH3:17])([CH3:16])[CH3:15])=[O:12], predict the reaction product. The product is: [C:14]([O:13][C:11]([NH:6][C:5]1[CH:7]=[CH:8][CH:9]=[C:3]([O:2][CH3:1])[C:4]=1[CH3:10])=[O:12])([CH3:17])([CH3:16])[CH3:15]. (2) Given the reactants [CH3:1][CH:2]1[CH:7]2[CH2:8][CH2:9][C:10]3[CH:11]=[N:12][C:13]([C:16]4[CH:21]=[CH:20][CH:19]=[CH:18][CH:17]=4)=[N:14][C:15]=3[C:6]2([C:22]2[CH:27]=[CH:26][CH:25]=[CH:24][CH:23]=2)[CH2:5][CH2:4][C:3]1=[O:28].[CH:29](OCC)=[O:30].C[O-].[Na+].CO, predict the reaction product. The product is: [OH:30]/[CH:29]=[C:4]1/[CH2:5][C:6]2([C:22]3[CH:23]=[CH:24][CH:25]=[CH:26][CH:27]=3)[C:15]3[N:14]=[C:13]([C:16]4[CH:17]=[CH:18][CH:19]=[CH:20][CH:21]=4)[N:12]=[CH:11][C:10]=3[CH2:9][CH2:8][CH:7]2[CH:2]([CH3:1])[C:3]/1=[O:28]. (3) Given the reactants [NH2:1][C:2]1[CH:7]=[CH:6][C:5]([Cl:8])=[CH:4][N:3]=1.Br[CH2:10][C:11]([C:13]1[CH:18]=[CH:17][C:16]([C:19]2[O:23][CH:22]=[N:21][CH:20]=2)=[CH:15][CH:14]=1)=O, predict the reaction product. The product is: [Cl:8][C:5]1[CH:6]=[CH:7][C:2]2[N:3]([CH:10]=[C:11]([C:13]3[CH:18]=[CH:17][C:16]([C:19]4[O:23][CH:22]=[N:21][CH:20]=4)=[CH:15][CH:14]=3)[N:1]=2)[CH:4]=1. (4) Given the reactants [Br:1][C:2]1[CH:3]=[C:4]([C:7]([NH:9][C:10]2[CH:15]=[CH:14][C:13]([O:16][CH2:17][CH2:18][N:19]3[CH2:23][CH2:22][CH2:21][CH2:20]3)=[C:12]([O:24][CH3:25])[CH:11]=2)=[O:8])[NH:5][CH:6]=1.Br[CH2:27][CH2:28]Br, predict the reaction product. The product is: [Br:1][C:2]1[CH:3]=[C:4]2[C:7](=[O:8])[N:9]([C:10]3[CH:15]=[CH:14][C:13]([O:16][CH2:17][CH2:18][N:19]4[CH2:20][CH2:21][CH2:22][CH2:23]4)=[C:12]([O:24][CH3:25])[CH:11]=3)[CH2:28][CH2:27][N:5]2[CH:6]=1. (5) Given the reactants [CH2:1]([O:8][C:9]1[C:17]([Br:18])=[CH:16][C:12]([C:13]([OH:15])=O)=[CH:11][N:10]=1)[C:2]1[CH:7]=[CH:6][CH:5]=[CH:4][CH:3]=1.Cl.[NH2:20][C@@H:21]1[CH2:26][CH2:25][CH2:24][CH2:23][C@H:22]1[OH:27].CN(C(ON1N=NC2C=CC=CC1=2)=[N+](C)C)C.[B-](F)(F)(F)F.C(N(CC)C(C)C)(C)C, predict the reaction product. The product is: [CH2:1]([O:8][C:9]1[C:17]([Br:18])=[CH:16][C:12]([C:13]([NH:20][C@@H:21]2[CH2:26][CH2:25][CH2:24][CH2:23][C@H:22]2[OH:27])=[O:15])=[CH:11][N:10]=1)[C:2]1[CH:3]=[CH:4][CH:5]=[CH:6][CH:7]=1. (6) Given the reactants [CH3:1][O:2][C:3]1[CH:4]=[C:5]2[C:9](=[CH:10][C:11]=1[O:12][CH3:13])[N:8]([CH3:14])[CH:7]=[C:6]2[C:15]1[N:25](S(C2C=CC(C)=CC=2)(=O)=O)[C:18]2[N:19]=[CH:20][CH:21]=[C:22]([C:23]#[N:24])[C:17]=2[CH:16]=1.[OH-].[K+], predict the reaction product. The product is: [CH3:1][O:2][C:3]1[CH:4]=[C:5]2[C:9](=[CH:10][C:11]=1[O:12][CH3:13])[N:8]([CH3:14])[CH:7]=[C:6]2[C:15]1[NH:25][C:18]2[N:19]=[CH:20][CH:21]=[C:22]([C:23]#[N:24])[C:17]=2[CH:16]=1. (7) Given the reactants C(#N)C.[C:4]([C:6]1[CH:7]=[C:8]([CH2:14][N:15]2[CH2:20][CH2:19][CH:18](/[CH:21]=[CH:22]/[C:23]3[CH:28]=[CH:27][CH:26]=[CH:25][C:24]=3[F:29])[CH2:17][CH2:16]2)[C:9]([O:12]C)=[N:10][CH:11]=1)#[N:5].[I-].[Na+].Cl[Si](C)(C)C, predict the reaction product. The product is: [C:4]([C:6]1[CH:7]=[C:8]([CH2:14][N:15]2[CH2:16][CH2:17][CH:18](/[CH:21]=[CH:22]/[C:23]3[CH:28]=[CH:27][CH:26]=[CH:25][C:24]=3[F:29])[CH2:19][CH2:20]2)[C:9](=[O:12])[NH:10][CH:11]=1)#[N:5]. (8) Given the reactants Br[C:2]1[CH:3]=[C:4]([Cl:10])[C:5]([O:8][CH3:9])=[N:6][CH:7]=1.P([O-])([O-])([O-])=O.[K+].[K+].[K+].[CH3:19][C:20]1[CH:21]=[C:22]([CH:30]=[CH:31][C:32]=1B1OC(C)(C)C(C)(C)O1)[C:23]([O:25][C:26]([CH3:29])([CH3:28])[CH3:27])=[O:24].O1CCOCC1, predict the reaction product. The product is: [Cl:10][C:4]1[CH:3]=[C:2]([C:32]2[CH:31]=[CH:30][C:22]([C:23]([O:25][C:26]([CH3:27])([CH3:28])[CH3:29])=[O:24])=[CH:21][C:20]=2[CH3:19])[CH:7]=[N:6][C:5]=1[O:8][CH3:9]. (9) Given the reactants CC([O-])=O.[Na+].[C:6]([NH2:10])(=[O:9])[CH:7]=[CH2:8].Br[C:12]1[CH:17]=[CH:16][C:15]([Cl:18])=[C:14]([CH2:19][CH3:20])[CH:13]=1, predict the reaction product. The product is: [Cl:18][C:15]1[CH:16]=[CH:17][C:12]([CH2:8][CH2:7][C:6]([NH2:10])=[O:9])=[CH:13][C:14]=1[CH2:19][CH3:20].